This data is from Full USPTO retrosynthesis dataset with 1.9M reactions from patents (1976-2016). The task is: Predict the reactants needed to synthesize the given product. Given the product [CH3:17][N:18]1[CH2:23][CH2:22][N:21]([C:2]2[CH:7]=[CH:6][CH:5]=[C:4]([N+:8]([O-:10])=[O:9])[CH:3]=2)[CH2:20][CH2:19]1, predict the reactants needed to synthesize it. The reactants are: F[C:2]1[CH:3]=[C:4]([N+:8]([O-:10])=[O:9])[CH:5]=[CH:6][CH:7]=1.C([O-])([O-])=O.[K+].[K+].[CH3:17][N:18]1[CH2:23][CH2:22][NH:21][CH2:20][CH2:19]1.